This data is from Cav3 T-type calcium channel HTS with 100,875 compounds. The task is: Binary Classification. Given a drug SMILES string, predict its activity (active/inactive) in a high-throughput screening assay against a specified biological target. (1) The drug is O1C2(C(C(CC2)(C1=O)C)(C)C)C(=O)N1CCN(CC1)Cc1ccccc1. The result is 0 (inactive). (2) The molecule is O(CCCCCCC)c1ccc(OC(=O)c2cccnc2)cc1. The result is 0 (inactive).